Task: Predict the reaction yield, written as a fraction of the theoretical maximum amount of product (1.0 means a 100% yield; for example, 0.34 means a 34% yield).. Dataset: Reaction yield outcomes from USPTO patents with 853,638 reactions The reactants are C[O:2][C:3](=[O:31])[CH2:4][O:5][C:6]1[N:7]=[C:8]([N:18]2[CH2:23][CH2:22][N:21]3[C:24]([C:27]([F:30])([F:29])[F:28])=[N:25][N:26]=[C:20]3[CH2:19]2)[C:9]2[CH:14]=[C:13]([CH2:15][CH2:16][CH3:17])[S:12][C:10]=2[N:11]=1.[OH-].[Na+].Cl. The catalyst is O1CCCC1.CO. The product is [CH2:15]([C:13]1[S:12][C:10]2[N:11]=[C:6]([O:5][CH2:4][C:3]([OH:31])=[O:2])[N:7]=[C:8]([N:18]3[CH2:23][CH2:22][N:21]4[C:24]([C:27]([F:29])([F:28])[F:30])=[N:25][N:26]=[C:20]4[CH2:19]3)[C:9]=2[CH:14]=1)[CH2:16][CH3:17]. The yield is 0.770.